From a dataset of Full USPTO retrosynthesis dataset with 1.9M reactions from patents (1976-2016). Predict the reactants needed to synthesize the given product. (1) Given the product [CH:7]([O:10][C:11]([N:13]1[CH2:18][CH2:17][CH:16]([CH2:19][CH2:20][CH2:21][O:22][C:23]2[CH:28]=[CH:27][C:26]([C:29]3[O:1][N:2]=[C:3]([CH2:4][CH3:5])[N:6]=3)=[C:25]([F:33])[CH:24]=2)[CH2:15][CH2:14]1)=[O:12])([CH3:8])[CH3:9], predict the reactants needed to synthesize it. The reactants are: [OH:1][NH:2][C:3](=[NH:6])[CH2:4][CH3:5].[CH:7]([O:10][C:11]([N:13]1[CH2:18][CH2:17][CH:16]([CH2:19][CH2:20][CH2:21][O:22][C:23]2[CH:28]=[CH:27][C:26]([C:29](OC)=O)=[C:25]([F:33])[CH:24]=2)[CH2:15][CH2:14]1)=[O:12])([CH3:9])[CH3:8]. (2) Given the product [F:15][C:5]1[CH:6]=[C:7]([O:13][CH3:14])[CH:8]=[C:9]2[C:4]=1[NH:3][C:2]([C:20]1[C:19]([CH3:32])=[N:18][N:17]([CH3:16])[C:21]=1[CH3:22])=[C:10]2[CH:11]=[O:12], predict the reactants needed to synthesize it. The reactants are: Br[C:2]1[NH:3][C:4]2[C:9]([C:10]=1[CH:11]=[O:12])=[CH:8][C:7]([O:13][CH3:14])=[CH:6][C:5]=2[F:15].[CH3:16][N:17]1[C:21]([CH3:22])=[C:20](B2OC(C)(C)C(C)(C)O2)[C:19]([CH3:32])=[N:18]1.C1(P(C2C=CC=CC=2)C2C=CC=CC=2)C=CC=CC=1.P([O-])([O-])([O-])=O.[K+].[K+].[K+].